The task is: Predict the product of the given reaction.. This data is from Forward reaction prediction with 1.9M reactions from USPTO patents (1976-2016). (1) Given the reactants [C:1]([NH:4][C:5]1[S:6][C:7]([C:26]([NH:28][CH2:29][C:30]2[CH:35]=[CH:34][C:33]([N+:36]([O-:38])=[O:37])=[CH:32][CH:31]=2)=[O:27])=[C:8]([CH2:10][CH2:11][C:12]2[CH:17]=[CH:16][C:15]([NH:18]C(=O)OC(C)(C)C)=[CH:14][CH:13]=2)[N:9]=1)(=[O:3])[CH3:2].C(O)(C(F)(F)F)=O, predict the reaction product. The product is: [C:1]([NH:4][C:5]1[S:6][C:7]([C:26]([NH:28][CH2:29][C:30]2[CH:31]=[CH:32][C:33]([N+:36]([O-:38])=[O:37])=[CH:34][CH:35]=2)=[O:27])=[C:8]([CH2:10][CH2:11][C:12]2[CH:13]=[CH:14][C:15]([NH2:18])=[CH:16][CH:17]=2)[N:9]=1)(=[O:3])[CH3:2]. (2) Given the reactants [N:1]1([C:7]2[CH:8]=[CH:9][C:10]3[N:11]([C:13]([C:16]([F:19])([F:18])[F:17])=[N:14][N:15]=3)[N:12]=2)[CH2:6][CH2:5][NH:4][CH2:3][CH2:2]1.[CH3:20][C:21]1[CH:22]=[C:23]([CH:26]=[CH:27][CH:28]=1)[CH:24]=O, predict the reaction product. The product is: [CH3:20][C:21]1[CH:22]=[C:23]([CH2:24][N:4]2[CH2:3][CH2:2][N:1]([C:7]3[CH:8]=[CH:9][C:10]4[N:11]([C:13]([C:16]([F:17])([F:18])[F:19])=[N:14][N:15]=4)[N:12]=3)[CH2:6][CH2:5]2)[CH:26]=[CH:27][CH:28]=1. (3) The product is: [N:13]1[CH:18]=[CH:17][CH:16]=[CH:15][C:14]=1[NH:19][C:20]1[CH:25]=[CH:24][C:23]([O:26][C:2]2[N:12]=[CH:11][CH:10]=[CH:9][C:3]=2[C:4]([O:6][CH2:7][CH3:8])=[O:5])=[CH:22][CH:21]=1. Given the reactants Cl[C:2]1[N:12]=[CH:11][CH:10]=[CH:9][C:3]=1[C:4]([O:6][CH2:7][CH3:8])=[O:5].[N:13]1[CH:18]=[CH:17][CH:16]=[CH:15][C:14]=1[NH:19][C:20]1[CH:25]=[CH:24][C:23]([OH:26])=[CH:22][CH:21]=1.C(=O)([O-])[O-].[Cs+].[Cs+].CS(C)=O, predict the reaction product. (4) Given the reactants [NH2:1][CH2:2][CH2:3][C@H:4]([OH:7])[CH2:5][OH:6].[CH3:8][C:9]1([CH3:34])[CH2:18][CH2:17][C:16]([CH3:20])([CH3:19])[C:15]2[CH:14]=[C:13]([C:21]3[N:26]=[C:25]([N:27]4[CH2:32][CH2:31][C:30](=O)[CH2:29][CH2:28]4)[CH:24]=[CH:23][CH:22]=3)[CH:12]=[CH:11][C:10]1=2.Cl, predict the reaction product. The product is: [CH3:8][C:9]1([CH3:34])[CH2:18][CH2:17][C:16]([CH3:19])([CH3:20])[C:15]2[CH:14]=[C:13]([C:21]3[N:26]=[C:25]([N:27]4[CH2:32][CH2:31][CH:30]([NH:1][CH2:2][CH2:3][C@H:4]([OH:7])[CH2:5][OH:6])[CH2:29][CH2:28]4)[CH:24]=[CH:23][CH:22]=3)[CH:12]=[CH:11][C:10]1=2. (5) Given the reactants [C:1]([C:3]1[S:4][C:5]2[CH:11]=[C:10]([OH:12])[CH:9]=[CH:8][C:6]=2[N:7]=1)#[N:2].O[CH2:14][C:15]1[CH:20]=[CH:19][C:18]([B:21]([OH:23])[OH:22])=[CH:17][CH:16]=1.C(=O)([O-])[O-].[Cs+].[Cs+].CCOC(C)=O, predict the reaction product. The product is: [C:1]([C:3]1[S:4][C:5]2[CH:11]=[C:10]([O:12][CH2:14][C:15]3[CH:20]=[CH:19][C:18]([B:21]([OH:23])[OH:22])=[CH:17][CH:16]=3)[CH:9]=[CH:8][C:6]=2[N:7]=1)#[N:2]. (6) Given the reactants CC(C)([O-])C.[K+].[CH2:7]([O:14][C:15]1[CH:20]=[CH:19][C:18]([N+:21]([O-:23])=[O:22])=[CH:17][C:16]=1[C:24]([F:27])([F:26])[F:25])[C:8]1[CH:13]=[CH:12][CH:11]=[CH:10][CH:9]=1.ClC1C=CC([CH2:35][C:36]#[N:37])=CC=1.Cl, predict the reaction product. The product is: [CH2:7]([O:14][C:15]1[C:16]([C:24]([F:25])([F:26])[F:27])=[CH:17][C:18]([N+:21]([O-:23])=[O:22])=[C:19]([CH2:35][C:36]#[N:37])[CH:20]=1)[C:8]1[CH:9]=[CH:10][CH:11]=[CH:12][CH:13]=1. (7) The product is: [Cl:3][C:4]1[CH:5]=[CH:6][C:7]([O:24][CH2:25][C:26]2[CH:27]=[CH:28][CH:29]=[CH:30][CH:31]=2)=[C:8]([CH2:10][N:11]2[C:15]([CH3:16])=[CH:14][C:13]([N:17]3[CH2:22][CH2:21][N:20]([CH3:32])[CH2:19][C:18]3=[O:23])=[N:12]2)[CH:9]=1. Given the reactants IC.[Cl:3][C:4]1[CH:5]=[CH:6][C:7]([O:24][CH2:25][C:26]2[CH:31]=[CH:30][CH:29]=[CH:28][CH:27]=2)=[C:8]([CH2:10][N:11]2[C:15]([CH3:16])=[CH:14][C:13]([N:17]3[CH2:22][CH2:21][NH:20][CH2:19][C:18]3=[O:23])=[N:12]2)[CH:9]=1.[CH:32](N(C(C)C)CC)(C)C, predict the reaction product. (8) Given the reactants [Cl:1][C:2]1[CH:7]=[CH:6][C:5]([C:8](=[C:13]2[CH2:18][CH2:17][N:16]([S:19]([C:22]3[C:23]([CH3:28])=[N:24][NH:25][C:26]=3[CH3:27])(=[O:21])=[O:20])[CH2:15][CH2:14]2)C(OC)=O)=[CH:4][CH:3]=1.CC1C(S(Cl)(=O)=O)=C(C)NN=1.Cl.ClC1C=CC(C([F:55])=C2CCNCC2)=CC=1, predict the reaction product. The product is: [Cl:1][C:2]1[CH:7]=[CH:6][C:5]([C:8]([F:55])=[C:13]2[CH2:18][CH2:17][N:16]([S:19]([C:22]3[C:23]([CH3:28])=[N:24][NH:25][C:26]=3[CH3:27])(=[O:21])=[O:20])[CH2:15][CH2:14]2)=[CH:4][CH:3]=1. (9) Given the reactants [NH2:1][CH2:2][CH:3]([C:9]1([CH3:14])[O:13][CH2:12][CH2:11][O:10]1)[C:4]([O:6][CH2:7][CH3:8])=[O:5].[Cl:15][C:16]1[CH:17]=[C:18]2[C:23](=O)[O:22][C:20](=[O:21])[C:19]2=[CH:25][C:26]=1[Cl:27], predict the reaction product. The product is: [Cl:15][C:16]1[CH:17]=[C:18]2[C:19](=[CH:25][C:26]=1[Cl:27])[C:20](=[O:21])[N:1]([CH2:2][CH:3]([C:9]1([CH3:14])[O:10][CH2:11][CH2:12][O:13]1)[C:4]([O:6][CH2:7][CH3:8])=[O:5])[C:23]2=[O:22].